Task: Predict the reactants needed to synthesize the given product.. Dataset: Full USPTO retrosynthesis dataset with 1.9M reactions from patents (1976-2016) (1) Given the product [C:1]([O:5][C:6]([N:8]1[CH2:12][CH2:11][C@H:10]([C@@H:13]([OH:16])[CH2:14][CH3:15])[CH2:9]1)=[O:7])([CH3:4])([CH3:3])[CH3:2], predict the reactants needed to synthesize it. The reactants are: [C:1]([O:5][C:6]([N:8]1[CH2:12][CH2:11][C@H:10]([CH:13]([OH:16])[CH2:14][CH3:15])[CH2:9]1)=[O:7])([CH3:4])([CH3:3])[CH3:2]. (2) Given the product [C:46]([OH:54])(=[O:53])[C:47]1[CH:52]=[CH:51][CH:50]=[CH:49][CH:48]=1.[CH3:1][NH:2][CH2:3][C:4]([O:6][C@H:7]([CH3:45])[CH2:8][N:9]1[C:13]([CH3:14])=[C:12]([C:15](=[O:37])[NH:16][C:17]2[CH:22]=[CH:21][C:20]([O:23][C:24]3[C:33]4[C:28](=[CH:29][C:30]([O:34][CH3:35])=[CH:31][CH:32]=4)[N:27]=[CH:26][CH:25]=3)=[C:19]([F:36])[CH:18]=2)[C:11](=[O:38])[N:10]1[C:39]1[CH:40]=[CH:41][CH:42]=[CH:43][CH:44]=1)=[O:5], predict the reactants needed to synthesize it. The reactants are: [CH3:1][NH:2][CH2:3][C:4]([O:6][C@H:7]([CH3:45])[CH2:8][N:9]1[C:13]([CH3:14])=[C:12]([C:15](=[O:37])[NH:16][C:17]2[CH:22]=[CH:21][C:20]([O:23][C:24]3[C:33]4[C:28](=[CH:29][C:30]([O:34][CH3:35])=[CH:31][CH:32]=4)[N:27]=[CH:26][CH:25]=3)=[C:19]([F:36])[CH:18]=2)[C:11](=[O:38])[N:10]1[C:39]1[CH:44]=[CH:43][CH:42]=[CH:41][CH:40]=1)=[O:5].[C:46]([OH:54])(=[O:53])[C:47]1[CH:52]=[CH:51][CH:50]=[CH:49][CH:48]=1. (3) Given the product [CH:1]1([O:7][C:11]2[CH:12]=[CH:13][C:14]3[CH2:15][N:16]([C:22]([O:24][C:25]([CH3:28])([CH3:27])[CH3:26])=[O:23])[CH2:17][CH2:18][O:19][C:20]=3[N:21]=2)[CH2:6][CH2:5][CH2:4][CH2:3][CH2:2]1, predict the reactants needed to synthesize it. The reactants are: [CH:1]1([OH:7])[CH2:6][CH2:5][CH2:4][CH2:3][CH2:2]1.[H-].[Na+].Cl[C:11]1[CH:12]=[CH:13][C:14]2[CH2:15][N:16]([C:22]([O:24][C:25]([CH3:28])([CH3:27])[CH3:26])=[O:23])[CH2:17][CH2:18][O:19][C:20]=2[N:21]=1.O. (4) The reactants are: [Si]([O:8][CH:9]([C:22]1[O:23][C:24]([C:27]2[CH:32]=[C:31]([C:33]([F:36])([F:35])[F:34])[CH:30]=[CH:29][N:28]=2)=[CH:25][N:26]=1)[CH2:10][CH2:11][CH2:12][CH2:13][CH2:14][CH2:15][C:16]1[CH:21]=[CH:20][CH:19]=[CH:18][CH:17]=1)(C(C)(C)C)(C)C.[Si](OC(C1OC([Sn](CCCC)(CCCC)CCCC)=CN=1)CCCCCCC1C=CC=CC=1)(C(C)(C)C)(C)C.ClC1C=C(C(F)(F)F)C=CN=1. Given the product [C:16]1([CH2:15][CH2:14][CH2:13][CH2:12][CH2:11][CH2:10][C:9]([C:22]2[O:23][C:24]([C:27]3[CH:32]=[C:31]([C:33]([F:34])([F:35])[F:36])[CH:30]=[CH:29][N:28]=3)=[CH:25][N:26]=2)=[O:8])[CH:17]=[CH:18][CH:19]=[CH:20][CH:21]=1, predict the reactants needed to synthesize it. (5) Given the product [Cl:5][C:6]1[S:10][C:9]([C:11]([NH:13][C:14]2[CH:22]=[CH:21][CH:20]=[C:19]3[C:15]=2[C:16](=[O:31])[N:17]([CH2:23][C:24]2[CH:29]=[CH:28][CH:27]=[C:26]([NH:32][CH2:33][CH2:34][OH:35])[CH:25]=2)[CH2:18]3)=[O:12])=[CH:8][CH:7]=1, predict the reactants needed to synthesize it. The reactants are: C(O)CO.[Cl:5][C:6]1[S:10][C:9]([C:11]([NH:13][C:14]2[CH:22]=[CH:21][CH:20]=[C:19]3[C:15]=2[C:16](=[O:31])[N:17]([CH2:23][C:24]2[CH:29]=[CH:28][CH:27]=[C:26](I)[CH:25]=2)[CH2:18]3)=[O:12])=[CH:8][CH:7]=1.[NH2:32][CH2:33][CH2:34][OH:35].P([O-])([O-])([O-])=O.[K+].[K+].[K+]. (6) Given the product [NH2:2][C:5]1[CH:10]=[CH:9][C:8]([NH:11][C:12]2[CH:17]=[CH:16][N:15]=[C:14]3[NH:18][C:19]([C:21]([O:23][CH2:24][CH3:25])=[O:22])=[CH:20][C:13]=23)=[CH:7][CH:6]=1, predict the reactants needed to synthesize it. The reactants are: Cl.[N+:2]([C:5]1[CH:10]=[CH:9][C:8]([NH:11][C:12]2[CH:17]=[CH:16][N:15]=[C:14]3[NH:18][C:19]([C:21]([O:23][CH2:24][CH3:25])=[O:22])=[CH:20][C:13]=23)=[CH:7][CH:6]=1)([O-])=O.[Sn]. (7) Given the product [Cl:17][C:14]1[CH:15]=[CH:16][C:11]([C:6]2[NH:7][C:8]3[C:4]([CH:5]=2)=[CH:3][C:2]([C:18]2[CH:23]=[CH:22][CH:21]=[CH:20][CH:19]=2)=[CH:10][CH:9]=3)=[CH:12][CH:13]=1, predict the reactants needed to synthesize it. The reactants are: Br[C:2]1[CH:3]=[C:4]2[C:8](=[CH:9][CH:10]=1)[NH:7][C:6]([C:11]1[CH:16]=[CH:15][C:14]([Cl:17])=[CH:13][CH:12]=1)=[CH:5]2.[C:18]1(B(O)O)[CH:23]=[CH:22][CH:21]=[CH:20][CH:19]=1.O. (8) Given the product [CH:1]1([C:4]2[S:30][C:7]3[N:8]([CH2:14][C:15]4[CH:20]=[CH:19][C:18]([C:21]5[C:22]([C:27]#[N:28])=[CH:23][CH:24]=[CH:25][CH:26]=5)=[CH:17][C:16]=4[F:29])[C:9](=[O:13])[N:10]([CH2:32][C:33]([C:35]4[CH:40]=[CH:39][C:38]([O:41][CH3:42])=[CH:37][CH:36]=4)=[O:34])[C:11](=[O:12])[C:6]=3[CH:5]=2)[CH2:3][CH2:2]1, predict the reactants needed to synthesize it. The reactants are: [CH:1]1([C:4]2[S:30][C:7]3[N:8]([CH2:14][C:15]4[CH:20]=[CH:19][C:18]([C:21]5[C:22]([C:27]#[N:28])=[CH:23][CH:24]=[CH:25][CH:26]=5)=[CH:17][C:16]=4[F:29])[C:9](=[O:13])[NH:10][C:11](=[O:12])[C:6]=3[CH:5]=2)[CH2:3][CH2:2]1.Br[CH2:32][C:33]([C:35]1[CH:40]=[CH:39][C:38]([O:41][CH3:42])=[CH:37][CH:36]=1)=[O:34].CN(C)C=O.[H-].[Na+]. (9) Given the product [C:18]([NH:9][C@H:8]([C:10]([OH:12])=[O:11])[CH2:7][C:6]1[CH:13]=[CH:14][C:15]([OH:16])=[C:4]([N+:1]([O-:3])=[O:2])[CH:5]=1)([O:20][C:21]([CH3:24])([CH3:23])[CH3:22])=[O:17], predict the reactants needed to synthesize it. The reactants are: [N+:1]([C:4]1[CH:5]=[C:6]([CH:13]=[CH:14][C:15]=1[OH:16])[CH2:7][C@@H:8]([C:10]([OH:12])=[O:11])[NH2:9])([O-:3])=[O:2].[O:17](C(OC(C)(C)C)=O)[C:18]([O:20][C:21]([CH3:24])([CH3:23])[CH3:22])=O.C(O)CCC.